From a dataset of Forward reaction prediction with 1.9M reactions from USPTO patents (1976-2016). Predict the product of the given reaction. Given the reactants [C:1]1([CH2:7][CH2:8][SH:9])[CH:6]=[CH:5][CH:4]=[CH:3][CH:2]=1.Br[CH2:11][CH2:12][CH2:13][CH2:14][CH2:15][CH2:16][CH2:17][OH:18], predict the reaction product. The product is: [CH2:8]([S:9][CH2:11][CH2:12][CH2:13][CH2:14][CH2:15][CH2:16][CH2:17][OH:18])[CH2:7][C:1]1[CH:6]=[CH:5][CH:4]=[CH:3][CH:2]=1.